Task: Regression. Given a peptide amino acid sequence and an MHC pseudo amino acid sequence, predict their binding affinity value. This is MHC class I binding data.. Dataset: Peptide-MHC class I binding affinity with 185,985 pairs from IEDB/IMGT (1) The peptide sequence is VTTTNPLIRH. The MHC is HLA-A11:01 with pseudo-sequence HLA-A11:01. The binding affinity (normalized) is 0. (2) The peptide sequence is NTDEIPELI. The MHC is HLA-A02:19 with pseudo-sequence HLA-A02:19. The binding affinity (normalized) is 0.0847. (3) The peptide sequence is AACAMLLVK. The MHC is HLA-A03:01 with pseudo-sequence HLA-A03:01. The binding affinity (normalized) is 0.403. (4) The peptide sequence is PIQKETWDTW. The MHC is HLA-A02:03 with pseudo-sequence HLA-A02:03. The binding affinity (normalized) is 0. (5) The peptide sequence is IDPEGKKFDRV. The MHC is Mamu-B8701 with pseudo-sequence Mamu-B8701. The binding affinity (normalized) is 0.318. (6) The peptide sequence is KELNIGRTF. The MHC is HLA-A02:06 with pseudo-sequence HLA-A02:06. The binding affinity (normalized) is 0.0847. (7) The MHC is H-2-Kb with pseudo-sequence H-2-Kb. The peptide sequence is YAPPIRGQIR. The binding affinity (normalized) is 0.